From a dataset of Forward reaction prediction with 1.9M reactions from USPTO patents (1976-2016). Predict the product of the given reaction. (1) Given the reactants C([O:3][C:4](=[O:45])[CH2:5][O:6][C:7]1[CH:12]=[CH:11][C:10]([S:13][CH2:14][CH:15]=[C:16]([C:29]2[CH:34]=[CH:33][C:32]([C:35]3[CH:36]=[N:37][CH:38]=[CH:39][CH:40]=3)=[CH:31][CH:30]=2)[C:17]2[CH:22]=[CH:21][C:20]([C:23]3[CH:24]=[N:25][CH:26]=[CH:27][CH:28]=3)=[CH:19][CH:18]=2)=[CH:9][C:8]=1[C:41]([F:44])([F:43])[F:42])C, predict the reaction product. The product is: [N:25]1[CH:26]=[CH:27][CH:28]=[C:23]([C:20]2[CH:19]=[CH:18][C:17]([C:16]([C:29]3[CH:30]=[CH:31][C:32]([C:35]4[CH:36]=[N:37][CH:38]=[CH:39][CH:40]=4)=[CH:33][CH:34]=3)=[CH:15][CH2:14][S:13][C:10]3[CH:11]=[CH:12][C:7]([O:6][CH2:5][C:4]([OH:45])=[O:3])=[C:8]([C:41]([F:44])([F:42])[F:43])[CH:9]=3)=[CH:22][CH:21]=2)[CH:24]=1. (2) Given the reactants [C:1]([O:5][C:6]([N:8]1[CH2:15][CH:14]2[N:16]([S:17]([C:20]3[CH:25]=[CH:24][C:23]([Cl:26])=[CH:22][CH:21]=3)(=[O:19])=[O:18])[CH:10]([CH2:11][C:12](=[O:27])[CH2:13]2)[CH2:9]1)=[O:7])([CH3:4])([CH3:3])[CH3:2].[CH:28](OCC)=[O:29].[O-]CC.[Na+], predict the reaction product. The product is: [C:1]([O:5][C:6]([N:8]1[CH2:9][CH:10]2[N:16]([S:17]([C:20]3[CH:21]=[CH:22][C:23]([Cl:26])=[CH:24][CH:25]=3)(=[O:18])=[O:19])[CH:14]([CH2:13][C:12](=[O:27])[C:11]2=[CH:28][OH:29])[CH2:15]1)=[O:7])([CH3:4])([CH3:2])[CH3:3]. (3) Given the reactants [CH3:1][C:2]1[C:7]([CH3:8])=[CH:6][CH:5]=[CH:4][N:3]=1.ClC1C=CC=C(C(OO)=[O:17])C=1.S([O-])([O-])=O.[Na+].[Na+], predict the reaction product. The product is: [CH3:1][C:2]1[C:7]([CH3:8])=[CH:6][CH:5]=[CH:4][N+:3]=1[O-:17]. (4) Given the reactants Cl[C:2]1[N:7]=[CH:6][N:5]=[C:4]([NH:8][C:9]2[N:14]=[CH:13][C:12]([C:15]([N:17]3[CH2:22][CH2:21][O:20][CH2:19][CH2:18]3)=[O:16])=[CH:11][CH:10]=2)[CH:3]=1.[C:23]([O:26][CH2:27][C:28]1[C:33](B2OC(C)(C)C(C)(C)O2)=[CH:32][CH:31]=[CH:30][C:29]=1[N:43]1[N:52]=[CH:51][C:50]2[C:45](=[C:46]([F:57])[CH:47]=[C:48]([C:53]([CH3:56])([CH3:55])[CH3:54])[CH:49]=2)[C:44]1=[O:58])(=[O:25])[CH3:24].C([O-])([O-])=O.[Na+].[Na+].O, predict the reaction product. The product is: [C:53]([C:48]1[CH:49]=[C:50]2[C:45](=[C:46]([F:57])[CH:47]=1)[C:44](=[O:58])[N:43]([C:29]1[CH:30]=[CH:31][CH:32]=[C:33]([C:2]3[CH:3]=[C:4]([NH:8][C:9]4[CH:10]=[CH:11][C:12]([C:15]([N:17]5[CH2:22][CH2:21][O:20][CH2:19][CH2:18]5)=[O:16])=[CH:13][N:14]=4)[N:5]=[CH:6][N:7]=3)[C:28]=1[CH2:27][O:26][C:23](=[O:25])[CH3:24])[N:52]=[CH:51]2)([CH3:54])([CH3:55])[CH3:56]. (5) Given the reactants [CH3:1][N:2]([CH3:12])[C:3]1[N:8]=[CH:7][C:6](B(O)O)=[CH:5][CH:4]=1.Cl[C:14]1[CH:15]=[CH:16][C:17]2[N:18]([C:20]([CH2:23][O:24][C:25]3[C:34]4[C:29](=[CH:30][C:31]([O:35][CH3:36])=[CH:32][CH:33]=4)[N:28]=[CH:27][CH:26]=3)=[N:21][N:22]=2)[N:19]=1.CN(C=O)C.C(=O)([O-])[O-].[K+].[K+].O, predict the reaction product. The product is: [CH3:36][O:35][C:31]1[CH:30]=[C:29]2[C:34]([C:25]([O:24][CH2:23][C:20]3[N:18]4[N:19]=[C:14]([C:6]5[CH:5]=[CH:4][C:3]([N:2]([CH3:12])[CH3:1])=[N:8][CH:7]=5)[CH:15]=[CH:16][C:17]4=[N:22][N:21]=3)=[CH:26][CH:27]=[N:28]2)=[CH:33][CH:32]=1. (6) Given the reactants [CH3:1][O:2][C:3]1[CH:12]=[CH:11][C:6]2[C:7](=[O:10])[CH2:8][O:9][C:5]=2[C:4]=1/[CH:13]=[CH:14]\[CH2:15][CH2:16][N:17]1[CH2:22][CH2:21][N:20]([C:23]([O:25][C:26]([CH3:29])([CH3:28])[CH3:27])=[O:24])[CH2:19][CH2:18]1.[NH:30]1[C:38]2[C:33](=[CH:34][CH:35]=[CH:36][CH:37]=2)[C:32]([CH:39]=O)=[N:31]1, predict the reaction product. The product is: [NH:30]1[C:38]2[C:33](=[CH:34][CH:35]=[CH:36][CH:37]=2)[C:32](/[CH:39]=[C:8]2\[O:9][C:5]3[C:4](/[CH:13]=[CH:14]\[CH2:15][CH2:16][N:17]4[CH2:22][CH2:21][N:20]([C:23]([O:25][C:26]([CH3:29])([CH3:28])[CH3:27])=[O:24])[CH2:19][CH2:18]4)=[C:3]([O:2][CH3:1])[CH:12]=[CH:11][C:6]=3[C:7]\2=[O:10])=[N:31]1. (7) Given the reactants Cl.[O:2]1[CH2:6][CH2:5][C@H:4]([NH2:7])[CH2:3]1.Cl[C:9]1[N:14]=[C:13]([O:15][CH2:16][CH3:17])[C:12]([C:18]([NH:20][CH:21]2[CH:28]3[CH2:29][CH:24]4[CH2:25][C:26]([OH:31])([CH2:30][CH:22]2[CH2:23]4)[CH2:27]3)=[O:19])=[CH:11][N:10]=1, predict the reaction product. The product is: [CH2:16]([O:15][C:13]1[C:12]([C:18]([NH:20][CH:21]2[CH:22]3[CH2:23][CH:24]4[CH2:25][C:26]([OH:31])([CH2:27][CH:28]2[CH2:29]4)[CH2:30]3)=[O:19])=[CH:11][N:10]=[C:9]([NH:7][C@H:4]2[CH2:5][CH2:6][O:2][CH2:3]2)[N:14]=1)[CH3:17].